From a dataset of Peptide-MHC class II binding affinity with 134,281 pairs from IEDB. Regression. Given a peptide amino acid sequence and an MHC pseudo amino acid sequence, predict their binding affinity value. This is MHC class II binding data. The peptide sequence is SANQYEQQTVNSTKQ. The MHC is DRB1_0101 with pseudo-sequence DRB1_0101. The binding affinity (normalized) is 0.726.